From a dataset of Forward reaction prediction with 1.9M reactions from USPTO patents (1976-2016). Predict the product of the given reaction. (1) Given the reactants [CH3:1][C@@H:2]1[CH2:6][C:5]2[C:7]([CH:32]3[CH2:37][CH2:36][NH:35][CH2:34][CH2:33]3)=[C:8]([CH3:31])[CH:9]=[C:10]([NH:11][C:12]3[N:17]=[C:16]([NH:18][C:19]4[CH:24]=[CH:23][CH:22]=[CH:21][C:20]=4[S:25]([CH:28]([CH3:30])[CH3:29])(=[O:27])=[O:26])[N:15]=[CH:14][N:13]=3)[C:4]=2[O:3]1.[OH:38][CH2:39][C:40](O)=[O:41].CCN=C=NCCCN(C)C, predict the reaction product. The product is: [OH:41][CH2:40][C:39]([N:35]1[CH2:34][CH2:33][CH:32]([C:7]2[C:5]3[CH2:6][C@@H:2]([CH3:1])[O:3][C:4]=3[C:10]([NH:11][C:12]3[N:17]=[C:16]([NH:18][C:19]4[CH:24]=[CH:23][CH:22]=[CH:21][C:20]=4[S:25]([CH:28]([CH3:29])[CH3:30])(=[O:27])=[O:26])[N:15]=[CH:14][N:13]=3)=[CH:9][C:8]=2[CH3:31])[CH2:37][CH2:36]1)=[O:38]. (2) Given the reactants [C:1]1([C:7]2[C:14]3[C:13]([N:15]4[CH2:20][CH2:19][CH:18]([CH2:21][O:22][CH2:23][CH2:24][N:25]5[CH2:29][CH2:28][CH2:27][CH2:26]5)[CH2:17][CH2:16]4)=[N:12][NH:11][C:10]=3[S:9][C:8]=2[C:30]([OH:32])=[O:31])[CH:6]=[CH:5][CH:4]=[CH:3][CH:2]=1.S(=O)(=O)(O)O.[CH3:38]O, predict the reaction product. The product is: [C:1]1([C:7]2[C:14]3[C:13]([N:15]4[CH2:16][CH2:17][CH:18]([CH2:21][O:22][CH2:23][CH2:24][N:25]5[CH2:29][CH2:28][CH2:27][CH2:26]5)[CH2:19][CH2:20]4)=[N:12][NH:11][C:10]=3[S:9][C:8]=2[C:30]([O:32][CH3:38])=[O:31])[CH:6]=[CH:5][CH:4]=[CH:3][CH:2]=1. (3) Given the reactants [Cl:1][C:2]1[CH:3]=[C:4]([C:8]2[N:13]=[C:12]([C:14]([OH:16])=O)[CH:11]=[CH:10][CH:9]=2)[CH:5]=[CH:6][CH:7]=1.[CH3:17][C:18]([NH2:26])([C:20]1[O:24][N:23]=[C:22]([CH3:25])[CH:21]=1)[CH3:19], predict the reaction product. The product is: [CH3:17][C:18]([NH:26][C:14]([C:12]1[CH:11]=[CH:10][CH:9]=[C:8]([C:4]2[CH:5]=[CH:6][CH:7]=[C:2]([Cl:1])[CH:3]=2)[N:13]=1)=[O:16])([C:20]1[O:24][N:23]=[C:22]([CH3:25])[CH:21]=1)[CH3:19]. (4) Given the reactants [Br:1][C:2]1[CH:3]=[C:4]([CH:29]=[CH:30][CH:31]=1)[CH2:5][NH:6][C:7]1[CH:8]=[C:9]([N:16]2[CH2:21][CH2:20][N:19](C(OC(C)(C)C)=O)[CH2:18][CH2:17]2)[CH:10]=[CH:11][C:12]=1[N+:13]([O-:15])=[O:14].[ClH:32], predict the reaction product. The product is: [ClH:32].[ClH:32].[Br:1][C:2]1[CH:3]=[C:4]([CH:29]=[CH:30][CH:31]=1)[CH2:5][NH:6][C:7]1[CH:8]=[C:9]([N:16]2[CH2:21][CH2:20][NH:19][CH2:18][CH2:17]2)[CH:10]=[CH:11][C:12]=1[N+:13]([O-:15])=[O:14]. (5) Given the reactants [CH:1]([C:3]1[CH:4]=[C:5]([CH:13]=[C:14]([C:16]([F:19])([F:18])[F:17])[CH:15]=1)[C:6]([O:8][C:9]([CH3:12])([CH3:11])[CH3:10])=[O:7])=O.C1(C)C=CC(S([CH2:29][N+:30]#[C-:31])(=O)=O)=CC=1.[C-]#N.[Na+].O1CC[N:38]=[CH:37]1.CO, predict the reaction product. The product is: [CH3:29][N:30]1[CH:31]=[C:1]([C:3]2[CH:4]=[C:5]([CH:13]=[C:14]([C:16]([F:19])([F:18])[F:17])[CH:15]=2)[C:6]([O:8][C:9]([CH3:12])([CH3:11])[CH3:10])=[O:7])[N:38]=[CH:37]1.